Dataset: Forward reaction prediction with 1.9M reactions from USPTO patents (1976-2016). Task: Predict the product of the given reaction. (1) Given the reactants [Br:1][C:2]1[CH:10]=[C:9]2[C:5]([C@H:6]([OH:18])[CH2:7][C@@H:8]2[NH:11][C:12](=[O:17])[C:13]([F:16])([F:15])[F:14])=[CH:4][CH:3]=1.[H-].[Na+].[CH2:21](Br)[CH:22]=[CH2:23], predict the reaction product. The product is: [CH2:23]([O:18][C@H:6]1[C:5]2[C:9](=[CH:10][C:2]([Br:1])=[CH:3][CH:4]=2)[C@@H:8]([NH:11][C:12](=[O:17])[C:13]([F:16])([F:14])[F:15])[CH2:7]1)[CH:22]=[CH2:21]. (2) Given the reactants [Br:1][C:2]1[CH:7]=[CH:6][C:5](I)=[CH:4][CH:3]=1.[Li]CCCC.[O:14]=[C:15]1[CH2:18][N:17]([C:19]([O:21][C:22]([CH3:25])([CH3:24])[CH3:23])=[O:20])[CH2:16]1, predict the reaction product. The product is: [Br:1][C:2]1[CH:7]=[CH:6][C:5]([C:15]2([OH:14])[CH2:16][N:17]([C:19]([O:21][C:22]([CH3:24])([CH3:23])[CH3:25])=[O:20])[CH2:18]2)=[CH:4][CH:3]=1.